From a dataset of Full USPTO retrosynthesis dataset with 1.9M reactions from patents (1976-2016). Predict the reactants needed to synthesize the given product. (1) Given the product [Br:14][C:15]1[CH:20]=[CH:19][C:18]([N:1]2[CH:5]=[N:4][CH:3]=[N:2]2)=[CH:17][CH:16]=1, predict the reactants needed to synthesize it. The reactants are: [NH:1]1[CH:5]=[N:4][CH:3]=[N:2]1.[O-]P([O-])([O-])=O.[K+].[K+].[K+].[Br:14][C:15]1[CH:20]=[CH:19][C:18](I)=[CH:17][CH:16]=1.CN[C@H]1CCCC[C@@H]1NC. (2) Given the product [C:1]([N:5]1[CH:9]=[C:8]([C:8]2[CH:7]=[C:19]([OH:22])[C:1]3[N:5]([N:6]=[CH:29][CH:30]=3)[CH:9]=2)[CH:7]=[N:6]1)([CH3:2])([CH3:3])[CH3:4], predict the reactants needed to synthesize it. The reactants are: [C:1]([N:5]1[CH:9]=[C:8](B2OC(C)(C)C(C)(C)O2)[CH:7]=[N:6]1)([CH3:4])([CH3:3])[CH3:2].[C:19](=[O:22])([O-])[O-].[Cs+].[Cs+].O1[CH2:30][CH2:29]OCC1. (3) Given the product [ClH:27].[NH2:6][C@@H:5]([CH2:10][C:11]1[CH:16]=[CH:15][C:14]([S:17]([C:20]2[CH:25]=[CH:24][CH:23]=[CH:22][CH:21]=2)(=[O:19])=[O:18])=[CH:13][CH:12]=1)[CH2:4][OH:3], predict the reactants needed to synthesize it. The reactants are: CC1(C)[N:6](C([O-])=O)[C@@H:5]([CH2:10][C:11]2[CH:16]=[CH:15][C:14]([S:17]([C:20]3[CH:25]=[CH:24][CH:23]=[CH:22][CH:21]=3)(=[O:19])=[O:18])=[CH:13][CH:12]=2)[CH2:4][O:3]1.[ClH:27]. (4) Given the product [Br:12][CH2:13][CH2:14][O:3][C:4]1[CH:11]=[CH:10][C:7]([CH:8]=[O:9])=[CH:6][CH:5]=1, predict the reactants needed to synthesize it. The reactants are: [OH-].[K+].[OH:3][C:4]1[CH:11]=[CH:10][C:7]([CH:8]=[O:9])=[CH:6][CH:5]=1.[Br:12][CH2:13][CH2:14]Br. (5) Given the product [O:10]1[CH2:11][CH2:12][N:7]([C:48]2[CH:60]=[CH:59][C:51]([C:52]([O:54][C:55]([CH3:57])([CH3:56])[CH3:58])=[O:53])=[C:50]([NH:61][C:62]([C:64]3[CH:65]=[N:66][CH:67]=[C:68]([C:70]4[CH:75]=[CH:74][CH:73]=[CH:72][CH:71]=4)[CH:69]=3)=[O:63])[CH:49]=2)[CH2:8][CH2:9]1, predict the reactants needed to synthesize it. The reactants are: C(=O)([O-])[O-].[Cs+].[Cs+].[NH:7]1[CH2:12][CH2:11][O:10][CH2:9][CH2:8]1.C1(P(C2CCCCC2)C2C=CC=CC=2C2C(C(C)C)=CC(C(C)C)=CC=2C(C)C)CCCCC1.Br[C:48]1[CH:60]=[CH:59][C:51]([C:52]([O:54][C:55]([CH3:58])([CH3:57])[CH3:56])=[O:53])=[C:50]([NH:61][C:62]([C:64]2[CH:65]=[N:66][CH:67]=[C:68]([C:70]3[CH:75]=[CH:74][CH:73]=[CH:72][CH:71]=3)[CH:69]=2)=[O:63])[CH:49]=1.C(O)(=O)CC(CC(O)=O)(C(O)=O)O. (6) Given the product [CH3:17][C:18]1[C:22]([C:13]2[C:9]([C:6]3[CH:5]=[CH:4][C:3]([O:2][CH3:1])=[CH:8][CH:7]=3)=[N:10][N:11]([CH3:16])[C:12]=2[CH:14]=[O:15])=[C:21]([CH3:26])[O:20][N:19]=1, predict the reactants needed to synthesize it. The reactants are: [CH3:1][O:2][C:3]1[CH:8]=[CH:7][C:6]([C:9]2[CH:13]=[C:12]([CH:14]=[O:15])[N:11]([CH3:16])[N:10]=2)=[CH:5][CH:4]=1.[CH3:17][C:18]1[C:22](B(O)O)=[C:21]([CH3:26])[O:20][N:19]=1.C([O-])([O-])=O.[K+].[K+]. (7) Given the product [CH3:1][O:2][C:3]1[CH:4]=[CH:5][C:6]([NH:9][C:10]2[C:19]3[CH:18]=[CH:17][CH:16]=[C:15]([C:20]([NH:36][C:37]4[CH:42]=[C:41]([C:43](=[O:55])[NH:44][C:45]5[CH:50]=[CH:49][CH:48]=[C:47]([C:51]([F:52])([F:53])[F:54])[CH:46]=5)[CH:40]=[CH:39][C:38]=4[CH3:56])=[O:22])[C:14]=3[CH:13]=[CH:12][N:11]=2)=[N:7][CH:8]=1, predict the reactants needed to synthesize it. The reactants are: [CH3:1][O:2][C:3]1[CH:4]=[CH:5][C:6]([NH:9][C:10]2[C:19]3[CH:18]=[CH:17][CH:16]=[C:15]([C:20]([OH:22])=O)[C:14]=3[CH:13]=[CH:12][N:11]=2)=[N:7][CH:8]=1.NC1C2C=CC=C(C([NH:36][C:37]3[CH:42]=[C:41]([C:43](=[O:55])[NH:44][C:45]4[CH:50]=[CH:49][CH:48]=[C:47]([C:51]([F:54])([F:53])[F:52])[CH:46]=4)[CH:40]=[CH:39][C:38]=3[CH3:56])=O)C=2C=CN=1.NC1C=CC=CC=1.